From a dataset of Reaction yield outcomes from USPTO patents with 853,638 reactions. Predict the reaction yield, written as a fraction of the theoretical maximum amount of product (1.0 means a 100% yield; for example, 0.34 means a 34% yield). (1) The reactants are [CH3:1][N:2]([CH2:13][C:14]([O:16]CC)=[O:15])[NH:3][C:4](=[O:12])[NH:5][CH2:6][C:7]1[S:8][CH:9]=[CH:10][CH:11]=1.O.[OH-].[Li+]. No catalyst specified. The product is [CH3:1][N:2]([CH2:13][C:14]([OH:16])=[O:15])[NH:3][C:4](=[O:12])[NH:5][CH2:6][C:7]1[S:8][CH:9]=[CH:10][CH:11]=1. The yield is 0.820. (2) The reactants are [CH2:1]([O:3][C:4]1[CH:5]=[C:6]([CH2:13][CH:14]([NH2:16])[CH3:15])[CH:7]=[CH:8][C:9]=1[O:10][CH2:11]C)C.C(=O)([O-])[O-].[Na+].[Na+].C(N1[C:32](=[O:33])[C:31]2=[CH:34][CH:35]=[CH:36][CH:37]=[C:30]2[C:29]1=[O:38])(OCC)=O. The catalyst is O.C(#N)C. The product is [C:29]1(=[O:38])[N:16]([CH:14]([CH2:13][C:6]2[CH:7]=[CH:8][C:9]([O:10][CH3:11])=[C:4]([O:3][CH3:1])[CH:5]=2)[CH3:15])[C:32](=[O:33])[C:31]2=[CH:34][CH:35]=[CH:36][CH:37]=[C:30]12. The yield is 0.530.